This data is from Peptide-MHC class I binding affinity with 185,985 pairs from IEDB/IMGT. The task is: Regression. Given a peptide amino acid sequence and an MHC pseudo amino acid sequence, predict their binding affinity value. This is MHC class I binding data. (1) The peptide sequence is SVDSDHLGY. The MHC is HLA-B46:01 with pseudo-sequence HLA-B46:01. The binding affinity (normalized) is 0.0847. (2) The peptide sequence is PHDPDFLVL. The MHC is HLA-A69:01 with pseudo-sequence HLA-A69:01. The binding affinity (normalized) is 0.0847. (3) The peptide sequence is FLILPQAKK. The MHC is HLA-A80:01 with pseudo-sequence HLA-A80:01. The binding affinity (normalized) is 0.0847. (4) The MHC is HLA-A02:12 with pseudo-sequence HLA-A02:12. The binding affinity (normalized) is 0.723. The peptide sequence is NISLPLYTV. (5) The MHC is HLA-B44:03 with pseudo-sequence HLA-B44:03. The peptide sequence is AEISGSSPI. The binding affinity (normalized) is 0.700.